Predict the reaction yield, written as a fraction of the theoretical maximum amount of product (1.0 means a 100% yield; for example, 0.34 means a 34% yield). From a dataset of Reaction yield outcomes from USPTO patents with 853,638 reactions. The reactants are [CH2:1]([O:3][C:4]([C:6]1[C:18]([CH2:19][CH2:20][C:21]2[CH:26]=[CH:25][C:24]([C:27]([F:30])([F:29])[F:28])=[CH:23][CH:22]=2)=[N:17][C:9]2[C@H:10]3[N:14]([C:15](=[O:16])[C:8]=2[C:7]=1[C:31]1[CH:39]=[CH:38][C:34]([C:35]([OH:37])=O)=[CH:33][CH:32]=1)[CH2:13][CH2:12][CH2:11]3)=[O:5])[CH3:2].[CH3:40][CH2:41][N:42]=[C:43]=[N:44][CH2:45][CH2:46][CH2:47][N:48](C)C.NCCCN1C=CN=C1. The catalyst is ClCCl. The product is [N:44]1([CH2:45][CH2:46][CH2:47][NH:48][C:35]([C:34]2[CH:38]=[CH:39][C:31]([C:7]3[C:8]4[C:15](=[O:16])[N:14]5[C@H:10]([C:9]=4[N:17]=[C:18]([CH2:19][CH2:20][C:21]4[CH:26]=[CH:25][C:24]([C:27]([F:30])([F:29])[F:28])=[CH:23][CH:22]=4)[C:6]=3[C:4]([O:3][CH2:1][CH3:2])=[O:5])[CH2:11][CH2:12][CH2:13]5)=[CH:32][CH:33]=2)=[O:37])[CH:40]=[CH:41][N:42]=[CH:43]1. The yield is 0.200.